Task: Binary Classification. Given a miRNA mature sequence and a target amino acid sequence, predict their likelihood of interaction.. Dataset: Experimentally validated miRNA-target interactions with 360,000+ pairs, plus equal number of negative samples Result: 0 (no interaction). The miRNA is hsa-miR-3614-5p with sequence CCACUUGGAUCUGAAGGCUGCCC. The protein sequence of the target gene is MGDKKDDKSSPKKSKAKERRDLDDLKKEVAMTEHKMSVEEVCRKYNTDCVQGLTHSKAQEILARDGPNALTPPPTTPEWVKFCRQLFGGFSILLWIGAILCFLAYGIQAGTEDDPSGDNLYLGIVLAAVVIITGCFSYYQEAKSSKIMESFKNMVPQQALVIREGEKMQVNAEEVVVGDLVEIKGGDRVPADLRIISAHGCKVDNSSLTGESEPQTRSPDCTHDNPLETRNITFFSTNCVEGTARGVVVATGDRTVMGRIATLASGLEVGKTPIAIEIEHFIQLITGVAVFLGVSFFILS....